From a dataset of Forward reaction prediction with 1.9M reactions from USPTO patents (1976-2016). Predict the product of the given reaction. Given the reactants Br[CH2:2][C:3]#[N:4].[OH:5][CH:6]1[CH2:11][CH2:10][CH2:9][NH:8][CH2:7]1, predict the reaction product. The product is: [OH:5][CH:6]1[CH2:11][CH2:10][CH2:9][N:8]([CH2:2][C:3]#[N:4])[CH2:7]1.